This data is from Peptide-MHC class II binding affinity with 134,281 pairs from IEDB. The task is: Regression. Given a peptide amino acid sequence and an MHC pseudo amino acid sequence, predict their binding affinity value. This is MHC class II binding data. The peptide sequence is EITPQASTTEAILPE. The MHC is DRB3_0101 with pseudo-sequence DRB3_0101. The binding affinity (normalized) is 0.